This data is from Forward reaction prediction with 1.9M reactions from USPTO patents (1976-2016). The task is: Predict the product of the given reaction. (1) Given the reactants C([Cl:4])(=O)C.[CH2:5]([C:9]1[S:18][C:17]2[NH:16][C:15]3[CH:19]=[CH:20][CH:21]=[CH:22][C:14]=3[N:13]=[C:12]([N:23]3[CH2:28][CH2:27][NH:26][C@@H:25]([CH2:29][CH2:30][C:31]4[CH:36]=[CH:35][CH:34]=[CH:33][CH:32]=4)[CH2:24]3)[C:11]=2[N:10]=1)[CH2:6][CH2:7][CH3:8].CO, predict the reaction product. The product is: [ClH:4].[ClH:4].[CH2:5]([C:9]1[S:18][C:17]2[NH:16][C:15]3[CH:19]=[CH:20][CH:21]=[CH:22][C:14]=3[N:13]=[C:12]([N:23]3[CH2:28][CH2:27][NH:26][C@@H:25]([CH2:29][CH2:30][C:31]4[CH:32]=[CH:33][CH:34]=[CH:35][CH:36]=4)[CH2:24]3)[C:11]=2[N:10]=1)[CH2:6][CH2:7][CH3:8]. (2) Given the reactants [CH3:1][O:2][CH2:3][CH2:4][NH:5][CH3:6].CC(C1C=C(C(C)C)C(C2C=CC=CC=2P(C2CCCCC2)C2CCCCC2)=C(C(C)C)C=1)C.CC([O-])(C)C.[Na+].Br[C:48]1[CH:49]=[C:50]2[C:59](=[C:60]3[C:65]=1[CH:64]=[CH:63][CH:62]=[N:61]3)[NH:58][S:57](=[O:67])(=[O:66])[C:56]1[C:51]2=[CH:52][CH:53]=[CH:54][CH:55]=1, predict the reaction product. The product is: [O:66]=[S:57]1(=[O:67])[C:56]2[C:51](=[CH:52][CH:53]=[CH:54][CH:55]=2)[C:50]2[C:59](=[C:60]3[C:65](=[C:48]([N:5]([CH2:4][CH2:3][O:2][CH3:1])[CH3:6])[CH:49]=2)[CH:64]=[CH:63][CH:62]=[N:61]3)[NH:58]1. (3) Given the reactants O=[C:2]1[CH2:7][CH2:6][CH:5]([NH:8][C:9](=[O:18])[O:10][CH2:11][C:12]2[CH:17]=[CH:16][CH:15]=[CH:14][CH:13]=2)[CH2:4][CH2:3]1.[N:19]1(NC(OC(C)(C)C)=O)[CH2:24][CH2:23][NH:22][CH2:21][CH2:20]1.O1CCC(=O)CC1.N1CCC(N[C:47](=[O:53])[O:48][C:49]([CH3:52])([CH3:51])[CH3:50])CC1, predict the reaction product. The product is: [CH2:11]([O:10][C:9]([NH:8][CH:5]1[CH2:6][CH2:7][CH:2]([N:22]2[CH2:23][CH2:24][N:19]([C:47]([O:48][C:49]([CH3:52])([CH3:51])[CH3:50])=[O:53])[CH2:20][CH2:21]2)[CH2:3][CH2:4]1)=[O:18])[C:12]1[CH:17]=[CH:16][CH:15]=[CH:14][CH:13]=1. (4) Given the reactants [NH2:1][CH2:2][CH2:3][O:4][CH2:5][CH2:6][O:7][CH2:8][CH2:9][CH2:10][C:11]([OH:13])=[O:12].C(N(CC)CC)C.C1C(=O)N([O:28][C:29]([CH2:31][CH2:32][S:33][S:34][C:35]2[N:40]=[CH:39][CH:38]=[CH:37][CH:36]=2)=O)C(=O)C1, predict the reaction product. The product is: [N:40]1[CH:39]=[CH:38][CH:37]=[CH:36][C:35]=1[S:34][S:33][CH2:32][CH2:31][C:29]([NH:1][CH2:2][CH2:3][O:4][CH2:5][CH2:6][O:7][CH2:8][CH2:9][CH2:10][C:11]([OH:13])=[O:12])=[O:28].